From a dataset of Forward reaction prediction with 1.9M reactions from USPTO patents (1976-2016). Predict the product of the given reaction. (1) Given the reactants [OH:1][C:2]1[CH:8]=[C:7]([C:9]([O:11][CH3:12])=[O:10])[CH:6]=[CH:5][C:3]=1[NH2:4].[Br:13][C:14]1[CH:19]=[CH:18][CH:17]=[CH:16][C:15]=1[N:20]=[C:21]=[O:22], predict the reaction product. The product is: [OH:1][C:2]1[CH:8]=[C:7]([C:9]([O:11][CH3:12])=[O:10])[CH:6]=[CH:5][C:3]=1[NH:4][C:21]([NH:20][C:15]1[CH:16]=[CH:17][CH:18]=[CH:19][C:14]=1[Br:13])=[O:22]. (2) Given the reactants S(Cl)(Cl)=O.[CH3:5][C:6]1[CH:14]=[CH:13][C:9]([C:10]([OH:12])=[O:11])=[CH:8][C:7]=1[C:15]([F:18])([F:17])[F:16].[CH3:19]O, predict the reaction product. The product is: [CH3:5][C:6]1[CH:14]=[CH:13][C:9]([C:10]([O:12][CH3:19])=[O:11])=[CH:8][C:7]=1[C:15]([F:16])([F:17])[F:18].